This data is from Forward reaction prediction with 1.9M reactions from USPTO patents (1976-2016). The task is: Predict the product of the given reaction. (1) Given the reactants [CH2:1]([O:3][C:4](=[O:19])[C:5]([CH3:18])([O:7][C:8]1[CH:13]=[CH:12][CH:11]=[C:10]([C:14](=[O:17])[NH:15][CH3:16])[CH:9]=1)[CH3:6])[CH3:2].Cl[CH2:21][C:22]1[C:23]([CH2:39][CH2:40][O:41][CH3:42])=[N:24][C:25]([C:29]2[CH:34]=[CH:33][C:32]([C:35]([F:38])([F:37])[F:36])=[CH:31][CH:30]=2)=[N:26][C:27]=1[CH3:28], predict the reaction product. The product is: [CH2:1]([O:3][C:4](=[O:19])[C:5]([O:7][C:8]1[CH:13]=[CH:12][CH:11]=[C:10]([C:14](=[O:17])[N:15]([CH2:21][C:22]2[C:23]([CH2:39][CH2:40][O:41][CH3:42])=[N:24][C:25]([C:29]3[CH:30]=[CH:31][C:32]([C:35]([F:38])([F:36])[F:37])=[CH:33][CH:34]=3)=[N:26][C:27]=2[CH3:28])[CH3:16])[CH:9]=1)([CH3:18])[CH3:6])[CH3:2]. (2) Given the reactants [NH2:1][N:2]1[N:11]=[C:10]([C:12]2[CH:17]=[CH:16][N:15]=[C:14]([Cl:18])[CH:13]=2)[C:9]2[C:4](=[CH:5][CH:6]=[CH:7][CH:8]=2)[C:3]1=[O:19].[Cl:20][C:21]1[CH:26]=[CH:25][C:24]([CH2:27][C:28](Cl)=[O:29])=[CH:23][CH:22]=1, predict the reaction product. The product is: [Cl:20][C:21]1[CH:26]=[CH:25][C:24]([CH2:27][C:28]([NH:1][N:2]2[N:11]=[C:10]([C:12]3[CH:17]=[CH:16][N:15]=[C:14]([Cl:18])[CH:13]=3)[C:9]3[C:4](=[CH:5][CH:6]=[CH:7][CH:8]=3)[C:3]2=[O:19])=[O:29])=[CH:23][CH:22]=1. (3) Given the reactants [Cl:1][C:2]1[C:16]([S:17]([CH3:20])(=[O:19])=[O:18])=[CH:15][CH:14]=[CH:13][C:3]=1[CH2:4][C:5]1[CH:10]=[C:9]([F:11])[CH:8]=[CH:7][C:6]=1[OH:12].Br[CH2:22][C:23]([O:25]C(C)(C)C)=[O:24].C([O-])([O-])=O.[K+].[K+].O, predict the reaction product. The product is: [Cl:1][C:2]1[C:16]([S:17]([CH3:20])(=[O:19])=[O:18])=[CH:15][CH:14]=[CH:13][C:3]=1[CH2:4][C:5]1[CH:10]=[C:9]([F:11])[CH:8]=[CH:7][C:6]=1[O:12][CH2:22][C:23]([OH:25])=[O:24]. (4) Given the reactants [Cl:1][C:2]1[N:7]=[C:6]([CH2:8][C:9]([C:11]2[CH:12]=[CH:13][C:14]([F:24])=[C:15]([NH:17][C:18](=[O:23])[O:19][CH2:20][CH:21]=[CH2:22])[CH:16]=2)=O)[CH:5]=[CH:4][N:3]=1.C1C(=O)N(Br)C(=O)C1.[CH3:33][C:34]([CH3:39])([CH3:38])[C:35](=[S:37])[NH2:36], predict the reaction product. The product is: [Cl:1][C:2]1[N:7]=[C:6]([C:8]2[S:37][C:35]([C:34]([CH3:39])([CH3:38])[CH3:33])=[N:36][C:9]=2[C:11]2[CH:12]=[CH:13][C:14]([F:24])=[C:15]([NH:17][C:18](=[O:23])[O:19][CH2:20][CH:21]=[CH2:22])[CH:16]=2)[CH:5]=[CH:4][N:3]=1. (5) Given the reactants Cl[C:2]1[CH:3]=[CH:4][CH:5]=[C:6]2[C:11]=1[N:10]=[C:9]([CH2:12][CH2:13][CH2:14][N:15]1[CH2:20][CH:19]=[C:18]([C:21]3[CH:26]=[CH:25][CH:24]=[CH:23][CH:22]=3)[CH2:17][CH2:16]1)[NH:8][C:7]2=[O:27].[CH3:28][N:29]1[CH2:34][CH2:33][NH:32][CH2:31][CH2:30]1.C(P(C(C)(C)C)C1C=CC=CC=1C1C=CC=CC=1)(C)(C)C.CC(C)([O-])C.[Na+], predict the reaction product. The product is: [CH3:28][N:29]1[CH2:34][CH2:33][N:32]([C:2]2[CH:3]=[CH:4][CH:5]=[C:6]3[C:11]=2[N:10]=[C:9]([CH2:12][CH2:13][CH2:14][N:15]2[CH2:20][CH:19]=[C:18]([C:21]4[CH:26]=[CH:25][CH:24]=[CH:23][CH:22]=4)[CH2:17][CH2:16]2)[NH:8][C:7]3=[O:27])[CH2:31][CH2:30]1. (6) Given the reactants [CH:1]1([CH2:6][CH2:7][CH2:8][N:9]2[CH:13]=[CH:12][N:11]([C:14]3[CH:19]=[CH:18][C:17]([N+:20]([O-])=O)=[CH:16][CH:15]=3)[C:10]2=[O:23])[CH2:5][CH2:4][CH2:3][CH2:2]1, predict the reaction product. The product is: [NH2:20][C:17]1[CH:16]=[CH:15][C:14]([N:11]2[CH2:12][CH2:13][N:9]([CH2:8][CH2:7][CH2:6][CH:1]3[CH2:5][CH2:4][CH2:3][CH2:2]3)[C:10]2=[O:23])=[CH:19][CH:18]=1.